Dataset: Reaction yield outcomes from USPTO patents with 853,638 reactions. Task: Predict the reaction yield, written as a fraction of the theoretical maximum amount of product (1.0 means a 100% yield; for example, 0.34 means a 34% yield). (1) The reactants are FC(F)(F)S(O[C:7]1[CH:12]=[C:11]([Cl:13])[CH:10]=[C:9]([C:14]2[N:19]=[N:18][C:17]([NH2:20])=[N:16][C:15]=2[C:21]2[CH:26]=[CH:25][CH:24]=[CH:23][CH:22]=2)[CH:8]=1)(=O)=O.[CH2:29]([Sn](CCCC)(CCCC)C=C)[CH2:30]CC. No catalyst specified. The product is [Cl:13][C:11]1[CH:10]=[C:9]([C:14]2[N:19]=[N:18][C:17]([NH2:20])=[N:16][C:15]=2[C:21]2[CH:26]=[CH:25][CH:24]=[CH:23][CH:22]=2)[CH:8]=[C:7]([CH:29]=[CH2:30])[CH:12]=1. The yield is 0.110. (2) The reactants are [C:1]([N:5]1[C:9]2[N:10]=[C:11]([NH2:14])[N:12]=[CH:13][C:8]=2[CH:7]=[CH:6]1)([CH3:4])([CH3:3])[CH3:2].C(N(CC)CC)C.[CH3:22][C:23]1[CH:31]=[CH:30][C:26]([C:27](Cl)=[O:28])=[CH:25][CH:24]=1. The catalyst is C1COCC1.C([O-])(O)=O.[Na+].C(Cl)Cl. The product is [C:1]([N:5]1[C:9]2[N:10]=[C:11]([NH:14][C:27](=[O:28])[C:26]3[CH:30]=[CH:31][C:23]([CH3:22])=[CH:24][CH:25]=3)[N:12]=[CH:13][C:8]=2[CH:7]=[CH:6]1)([CH3:4])([CH3:2])[CH3:3]. The yield is 0.690. (3) The reactants are [Cl:1][C:2]1[CH:3]=[C:4]([CH:17]=[CH:18][CH:19]=1)[O:5][CH2:6][C:7]([N:9]([CH3:16])[CH:10]1[CH2:15][CH2:14][NH:13][CH2:12][CH2:11]1)=[O:8].[F:20][C:21]([F:36])([F:35])[C:22]1[CH:27]=[CH:26][C:25]([N:28]2[CH:32]=[CH:31][C:30]([CH:33]=O)=[CH:29]2)=[CH:24][CH:23]=1.C(O[BH-](OC(=O)C)OC(=O)C)(=O)C.[Na+].C([O-])(O)=O.[Na+]. The catalyst is ClC(Cl)C. The product is [Cl:1][C:2]1[CH:3]=[C:4]([CH:17]=[CH:18][CH:19]=1)[O:5][CH2:6][C:7]([N:9]([CH3:16])[CH:10]1[CH2:15][CH2:14][N:13]([CH2:33][C:30]2[CH:31]=[CH:32][N:28]([C:25]3[CH:26]=[CH:27][C:22]([C:21]([F:36])([F:20])[F:35])=[CH:23][CH:24]=3)[CH:29]=2)[CH2:12][CH2:11]1)=[O:8]. The yield is 0.790. (4) The reactants are [Br:1][C:2]1[CH:3]=[N:4][CH:5]=[C:6]([CH2:8]Cl)[CH:7]=1.[C-:10]#[N:11].[K+]. The catalyst is CN(C=O)C. The product is [Br:1][C:2]1[CH:7]=[C:6]([CH2:8][C:10]#[N:11])[CH:5]=[N:4][CH:3]=1. The yield is 0.465. (5) The product is [S:20](=[O:22])(=[O:21])([O:17][C:10]1[CH:9]=[C:8]([O:7][C:1]([O:2][C:3]([CH3:5])([CH3:6])[CH3:4])=[O:18])[CH:13]=[CH:12][C:11]=1[CH:14]([CH3:15])[CH3:16])[NH2:23]. The catalyst is CC(N(C)C)=O. The yield is 0.820. The reactants are [C:1](=[O:18])([O:7][C:8]1[CH:13]=[CH:12][C:11]([CH:14]([CH3:16])[CH3:15])=[C:10]([OH:17])[CH:9]=1)[O:2][C:3]([CH3:6])([CH3:5])[CH3:4].Cl[S:20]([N:23]=C=O)(=[O:22])=[O:21].C(O)=O.CC#N. (6) The reactants are [Cl:1][C:2]1[CH:7]=[C:6]([C:8]([F:11])([F:10])[F:9])[CH:5]=[C:4]([Cl:12])[C:3]=1[CH2:13][C:14](O)=O.[CH3:17][NH:18][C:19]1[C:24]([NH2:25])=[CH:23][CH:22]=[CH:21][C:20]=1[NH2:26]. The catalyst is C1(C)C=CC=CC=1. The product is [Cl:1][C:2]1[CH:7]=[C:6]([C:8]([F:11])([F:10])[F:9])[CH:5]=[C:4]([Cl:12])[C:3]=1[CH2:13][C:14]1[N:18]([CH3:17])[C:19]2[C:24]([NH2:25])=[CH:23][CH:22]=[CH:21][C:20]=2[N:26]=1. The yield is 0.450.